Dataset: Catalyst prediction with 721,799 reactions and 888 catalyst types from USPTO. Task: Predict which catalyst facilitates the given reaction. Reactant: [C:1]1([CH3:14])[CH:6]=[C:5]([CH3:7])[CH:4]=[C:3]([CH3:8])[C:2]=1[S:9]([O:12][NH2:13])(=[O:11])=[O:10].[Br:15][C:16]1[CH:21]=[CH:20][N:19]=[C:18]([NH2:22])[CH:17]=1. Product: [CH3:8][C:3]1[CH:4]=[C:5]([CH3:7])[CH:6]=[C:1]([CH3:14])[C:2]=1[S:9]([O-:12])(=[O:11])=[O:10].[NH2:13][N+:19]1[CH:20]=[CH:21][C:16]([Br:15])=[CH:17][C:18]=1[NH2:22]. The catalyst class is: 268.